Dataset: Reaction yield outcomes from USPTO patents with 853,638 reactions. Task: Predict the reaction yield, written as a fraction of the theoretical maximum amount of product (1.0 means a 100% yield; for example, 0.34 means a 34% yield). (1) The reactants are [O:1]=[C:2]1[C:11]2[C:6](=[CH:7][CH:8]=[CH:9][C:10]=2[C:12]([F:15])([F:14])[F:13])[NH:5][CH:4]=[C:3]1[C:16]([OH:18])=O.[CH:19]12[N:25]([C:26]3[CH:32]=[CH:31][C:29]([NH2:30])=[C:28]([C:33]#[C:34][CH2:35][N:36]([CH3:38])[CH3:37])[CH:27]=3)[CH:22]([CH2:23][CH2:24]1)[CH2:21][CH2:20]2.C(P1(=O)OP(CCC)(=O)OP(CCC)(=O)O1)CC.N1C=CC=CC=1. The catalyst is CC1CCCO1.CCOC(C)=O. The product is [CH:19]12[N:25]([C:26]3[CH:32]=[CH:31][C:29]([NH:30][C:16]([C:3]4[C:2](=[O:1])[C:11]5[C:6](=[CH:7][CH:8]=[CH:9][C:10]=5[C:12]([F:13])([F:14])[F:15])[NH:5][CH:4]=4)=[O:18])=[C:28]([C:33]#[C:34][CH2:35][N:36]([CH3:38])[CH3:37])[CH:27]=3)[CH:22]([CH2:23][CH2:24]1)[CH2:21][CH2:20]2. The yield is 0.170. (2) The reactants are [N+:1]([C:4]1[CH:9]=[CH:8][C:7]([N:10]=[C:11]=S)=[CH:6][CH:5]=1)([O-:3])=[O:2].[NH2:13][C:14]1[CH:19]=[CH:18][CH:17]=[CH:16][C:15]=1[OH:20].NC(N)=S.C(N(CC)CC)C. The catalyst is C1COCC1.[Fe](Cl)(Cl)Cl.C(#N)C. The product is [N+:1]([C:4]1[CH:9]=[CH:8][C:7]([NH:10][C:11]2[O:20][C:15]3[CH:16]=[CH:17][CH:18]=[CH:19][C:14]=3[N:13]=2)=[CH:6][CH:5]=1)([O-:3])=[O:2]. The yield is 0.970. (3) The reactants are [CH2:1]([C:4](=[CH:8][CH2:9][CH:10]([CH3:12])[CH3:11])[C:5](=[O:7])[CH3:6])[CH:2]=[CH2:3].[H-].[H-].[H-].[H-].[Li+].[Al+3].O.[OH-].[Na+]. The catalyst is C1COCC1. The product is [CH2:1]([CH:4]([CH2:8][CH:9]=[C:10]([CH3:11])[CH3:12])[CH:5]([OH:7])[CH3:6])[CH:2]=[CH2:3]. The yield is 0.830. (4) The reactants are [CH3:1][C:2]1([CH3:21])[C:6]([CH3:8])([CH3:7])[O:5][B:4]([C:9]2[CH:14]=[CH:13][N:12]=[C:11]([N:15]3[CH2:20][CH2:19][NH:18][CH2:17][CH2:16]3)[CH:10]=2)[O:3]1.C(N(CC)CC)C.[C:29](O[C:29]([O:31][C:32]([CH3:35])([CH3:34])[CH3:33])=[O:30])([O:31][C:32]([CH3:35])([CH3:34])[CH3:33])=[O:30]. The catalyst is ClCCl. The product is [CH3:8][C:6]1([CH3:7])[C:2]([CH3:21])([CH3:1])[O:3][B:4]([C:9]2[CH:14]=[CH:13][N:12]=[C:11]([N:15]3[CH2:16][CH2:17][N:18]([C:29]([O:31][C:32]([CH3:35])([CH3:34])[CH3:33])=[O:30])[CH2:19][CH2:20]3)[CH:10]=2)[O:5]1. The yield is 0.900. (5) The reactants are [CH3:1][O:2][C:3]1[CH:4]=[C:5]([CH:11]2[CH2:16][CH:15]([C:17]([F:20])([F:19])[F:18])[N:14]3[N:21]=[C:22]([C:24]4[CH:25]=[C:26]([CH:30]=[CH:31][CH:32]=4)[C:27](O)=[O:28])[CH:23]=[C:13]3[NH:12]2)[CH:6]=[CH:7][C:8]=1[O:9][CH3:10].[CH3:33][C@@H:34]1[CH2:39][NH:38][CH2:37][C@H:36]([NH:40][C:41](=[O:47])[O:42][C:43]([CH3:46])([CH3:45])[CH3:44])[CH2:35]1. No catalyst specified. The product is [CH3:1][O:2][C:3]1[CH:4]=[C:5]([CH:11]2[CH2:16][CH:15]([C:17]([F:20])([F:18])[F:19])[N:14]3[N:21]=[C:22]([C:24]4[CH:25]=[C:26]([CH:30]=[CH:31][CH:32]=4)[C:27]([N:38]4[CH2:39][C@@H:34]([CH3:33])[CH2:35][C@@H:36]([NH:40][C:41](=[O:47])[O:42][C:43]([CH3:46])([CH3:45])[CH3:44])[CH2:37]4)=[O:28])[CH:23]=[C:13]3[NH:12]2)[CH:6]=[CH:7][C:8]=1[O:9][CH3:10]. The yield is 0.610. (6) The reactants are [NH2:1][CH2:2][C:3]1[CH:8]=[N:7][CH:6]=[CH:5][N:4]=1.[C:9]([O:13][C:14](O[C:14]([O:13][C:9]([CH3:12])([CH3:11])[CH3:10])=[O:15])=[O:15])([CH3:12])([CH3:11])[CH3:10]. The catalyst is C(O)(C)C. The product is [C:9]([O:13][C:14](=[O:15])[NH:1][CH2:2][C:3]1[CH:8]=[N:7][CH:6]=[CH:5][N:4]=1)([CH3:12])([CH3:11])[CH3:10]. The yield is 1.00.